From a dataset of NCI-60 drug combinations with 297,098 pairs across 59 cell lines. Regression. Given two drug SMILES strings and cell line genomic features, predict the synergy score measuring deviation from expected non-interaction effect. (1) Drug 1: CC1=C(C=C(C=C1)NC2=NC=CC(=N2)N(C)C3=CC4=NN(C(=C4C=C3)C)C)S(=O)(=O)N.Cl. Drug 2: CCCCCOC(=O)NC1=NC(=O)N(C=C1F)C2C(C(C(O2)C)O)O. Cell line: SR. Synergy scores: CSS=19.1, Synergy_ZIP=6.36, Synergy_Bliss=7.90, Synergy_Loewe=7.27, Synergy_HSA=7.38. (2) Drug 1: C1=CC(=C2C(=C1NCCNCCO)C(=O)C3=C(C=CC(=C3C2=O)O)O)NCCNCCO. Drug 2: CS(=O)(=O)CCNCC1=CC=C(O1)C2=CC3=C(C=C2)N=CN=C3NC4=CC(=C(C=C4)OCC5=CC(=CC=C5)F)Cl. Cell line: UACC-257. Synergy scores: CSS=1.18, Synergy_ZIP=5.28, Synergy_Bliss=4.26, Synergy_Loewe=-3.51, Synergy_HSA=0.214. (3) Drug 1: CC1=CC=C(C=C1)C2=CC(=NN2C3=CC=C(C=C3)S(=O)(=O)N)C(F)(F)F. Drug 2: CC1=C(C(=CC=C1)Cl)NC(=O)C2=CN=C(S2)NC3=CC(=NC(=N3)C)N4CCN(CC4)CCO. Cell line: MDA-MB-231. Synergy scores: CSS=24.1, Synergy_ZIP=0.500, Synergy_Bliss=8.06, Synergy_Loewe=0.839, Synergy_HSA=6.08.